Task: Predict the reaction yield, written as a fraction of the theoretical maximum amount of product (1.0 means a 100% yield; for example, 0.34 means a 34% yield).. Dataset: Reaction yield outcomes from USPTO patents with 853,638 reactions The reactants are CCN=C=NCCCN(C)C.C1C=CC2N(O)N=NC=2C=1.Cl.Cl.[CH3:24][C:25]1[N:29]2[C:30](=[O:39])[N:31]([CH:33]3[CH2:38][CH2:37][NH:36][CH2:35][CH2:34]3)[CH2:32][C:28]2=[CH:27][N:26]=1.[Cl:40][C:41]1[CH:46]=[CH:45][C:44](/[CH:47]=[CH:48]/[S:49]([CH2:52][CH2:53][C:54](O)=[O:55])(=[O:51])=[O:50])=[CH:43][CH:42]=1. The catalyst is C(#N)C.C(N(CC)CC)C. The product is [Cl:40][C:41]1[CH:42]=[CH:43][C:44](/[CH:47]=[CH:48]/[S:49]([CH2:52][CH2:53][C:54]([N:36]2[CH2:37][CH2:38][CH:33]([N:31]3[CH2:32][C:28]4=[CH:27][N:26]=[C:25]([CH3:24])[N:29]4[C:30]3=[O:39])[CH2:34][CH2:35]2)=[O:55])(=[O:50])=[O:51])=[CH:45][CH:46]=1. The yield is 0.740.